From a dataset of Full USPTO retrosynthesis dataset with 1.9M reactions from patents (1976-2016). Predict the reactants needed to synthesize the given product. Given the product [CH3:12][CH:10]([C:9]([O:8][CH:6]([O:5][C:1]([NH:26][CH2:25][C:18]1([CH2:21][C:22]([OH:24])=[O:23])[CH2:19][CH2:20][CH2:15][CH2:16][CH2:17]1)=[O:14])[CH3:7])=[O:13])[CH3:11], predict the reactants needed to synthesize it. The reactants are: [C:1](=[O:14])([O:5][CH:6]([O:8][C:9](=[O:13])[CH:10]([CH3:12])[CH3:11])[CH3:7])SCC.[CH2:15]1[CH2:20][CH2:19][C:18]([CH2:25][NH2:26])([CH2:21][C:22]([OH:24])=[O:23])[CH2:17][CH2:16]1.C([N+](CCCC)(CCCC)CCCC)CCC.